From a dataset of Full USPTO retrosynthesis dataset with 1.9M reactions from patents (1976-2016). Predict the reactants needed to synthesize the given product. (1) Given the product [NH2:19][C:11]1[C:12]([OH:18])=[C:13]([C:15](=[O:17])[CH3:16])[CH:14]=[C:9]([O:8][CH2:1][C:2]2[CH:7]=[CH:6][CH:5]=[CH:4][CH:3]=2)[CH:10]=1, predict the reactants needed to synthesize it. The reactants are: [CH2:1]([O:8][C:9]1[CH:10]=[C:11]([N+:19]([O-])=O)[C:12]([OH:18])=[C:13]([C:15](=[O:17])[CH3:16])[CH:14]=1)[C:2]1[CH:7]=[CH:6][CH:5]=[CH:4][CH:3]=1.ClCCl. (2) The reactants are: C(O[C:4]([C:6]1[N:11]=[C:10]([C:12]2[S:13][CH:14]=[CH:15][N:16]=2)[C:9]2[N:17]=[C:18]([C:20]3[CH:25]=[CH:24][CH:23]=[CH:22][CH:21]=3)[S:19][C:8]=2[C:7]=1[OH:26])=[O:5])C.[NH2:27][CH2:28][C:29]([OH:31])=[O:30]. Given the product [OH:26][C:7]1[C:8]2[S:19][C:18]([C:20]3[CH:25]=[CH:24][CH:23]=[CH:22][CH:21]=3)=[N:17][C:9]=2[C:10]([C:12]2[S:13][CH:14]=[CH:15][N:16]=2)=[N:11][C:6]=1[C:4]([NH:27][CH2:28][C:29]([OH:31])=[O:30])=[O:5], predict the reactants needed to synthesize it. (3) Given the product [Cl:1][C:2]1[CH:7]=[C:6]([N:8]2[C:9](=[O:24])[NH:10][CH:11]3[CH:13]2[CH2:12]3)[CH:5]=[CH:4][N:3]=1, predict the reactants needed to synthesize it. The reactants are: [Cl:1][C:2]1[CH:7]=[C:6]([N:8]2[CH:13]3[CH:11]([CH2:12]3)[N:10](C(OCC3C=CC=CC=3)=O)[C:9]2=[O:24])[CH:5]=[CH:4][N:3]=1.[OH-].[Na+]. (4) Given the product [Br:26][C:20]1[CH:19]=[C:15]2[C:14](=[C:22]([OH:23])[C:21]=1[Cl:25])[N:13]=[CH:1][NH:3][C:16]2=[O:17], predict the reactants needed to synthesize it. The reactants are: [C:1](N1C=CN=C1)([N:3]1C=CN=C1)=O.[NH2:13][C:14]1[C:22]([O:23]C)=[C:21]([Cl:25])[C:20]([Br:26])=[CH:19][C:15]=1[C:16](O)=[O:17].N.C(OCC)(OCC)OCC.B(Br)(Br)Br. (5) Given the product [CH3:1][N:2]1[CH2:3][CH2:4][N:5]2[C:13]3[CH:12]=[CH:11][CH:10]=[CH:9][C:8]=3[CH:7]=[C:6]2[C:14]1=[O:16], predict the reactants needed to synthesize it. The reactants are: [CH3:1][NH:2][C:3](=O)[CH2:4][N:5]1[C:13]2[C:8](=[CH:9][CH:10]=[CH:11][CH:12]=2)[CH:7]=[C:6]1[C:14]([O:16]CC)=O.[BH4-].[Na+].II.Cl.C([O-])(O)=O.[Na+]. (6) Given the product [OH:54][C:49]1[CH:50]=[CH:51][CH:52]=[CH:53][C:48]=1[NH:47][C:11]([C:9]1[N:8]=[C:6]2[N:5]([CH:10]=1)[N:4]=[C:3]([S:2][CH3:1])[S:7]2)=[O:13], predict the reactants needed to synthesize it. The reactants are: [CH3:1][S:2][C:3]1[S:7][C:6]2=[N:8][C:9]([C:11]([OH:13])=O)=[CH:10][N:5]2[N:4]=1.CN(C(ON1N=NC2C=CC=NC1=2)=[N+](C)C)C.F[P-](F)(F)(F)(F)F.CCN(C(C)C)C(C)C.[NH2:47][C:48]1[CH:53]=[CH:52][CH:51]=[CH:50][C:49]=1[OH:54].